From a dataset of Forward reaction prediction with 1.9M reactions from USPTO patents (1976-2016). Predict the product of the given reaction. (1) Given the reactants C(OC([N:8]1[CH2:13][CH2:12][CH:11]([CH2:14][NH:15][C:16]2[N:21]=[C:20]3[NH:22][N:23]=[C:24]([C:25]4[CH:30]=[CH:29][N:28]=[C:27]([NH:31][CH2:32][C:33]5[CH:38]=[CH:37][CH:36]=[C:35]([Cl:39])[CH:34]=5)[N:26]=4)[C:19]3=[CH:18][N:17]=2)[CH2:10][CH2:9]1)=O)(C)(C)C.Cl, predict the reaction product. The product is: [Cl:39][C:35]1[CH:34]=[C:33]([CH:38]=[CH:37][CH:36]=1)[CH2:32][NH:31][C:27]1[N:26]=[C:25]([C:24]2[C:19]3[C:20](=[N:21][C:16]([NH:15][CH2:14][CH:11]4[CH2:10][CH2:9][NH:8][CH2:13][CH2:12]4)=[N:17][CH:18]=3)[NH:22][N:23]=2)[CH:30]=[CH:29][N:28]=1. (2) The product is: [C:1]1([N:7]2[C:12](=[O:13])[N:11]([CH3:17])[C:10](=[O:14])[C:9]([C:15]#[N:16])=[N:8]2)[CH:2]=[CH:3][CH:4]=[CH:5][CH:6]=1. Given the reactants [C:1]1([N:7]2[C:12](=[O:13])[NH:11][C:10](=[O:14])[C:9]([C:15]#[N:16])=[N:8]2)[CH:6]=[CH:5][CH:4]=[CH:3][CH:2]=1.[CH3:17]N(C=O)C.[H-].[Na+].CI, predict the reaction product. (3) Given the reactants [CH3:1][C:2]([S@:5](/[N:7]=[CH:8]/[C:9]1[CH:14]=[CH:13][C:12]([O:15][C:16]2[CH:17]=[N:18][CH:19]=[N:20][CH:21]=2)=[CH:11][CH:10]=1)=[O:6])([CH3:4])[CH3:3].[CH3:22][Mg]Br, predict the reaction product. The product is: [CH3:4][C:2]([S:5]([NH:7][C@H:8]([C:9]1[CH:10]=[CH:11][C:12]([O:15][C:16]2[CH:17]=[N:18][CH:19]=[N:20][CH:21]=2)=[CH:13][CH:14]=1)[CH3:22])=[O:6])([CH3:1])[CH3:3]. (4) Given the reactants [C:1]([NH:8][C@H:9]([C:19]([O:21][C:22]([CH3:25])([CH3:24])[CH3:23])=[O:20])[CH2:10][CH2:11][C:12]([O:14][C:15]([CH3:18])([CH3:17])[CH3:16])=[O:13])([O:3][C:4]([CH3:7])([CH3:6])[CH3:5])=[O:2].C[Si]([N-][Si](C)(C)C)(C)C.[Li+].[CH2:36](Br)[CH:37]=[CH2:38], predict the reaction product. The product is: [CH2:38]([C@H:11]([C:12]([O:14][C:15]([CH3:16])([CH3:18])[CH3:17])=[O:13])[CH2:10][C@H:9]([NH:8][C:1]([O:3][C:4]([CH3:7])([CH3:6])[CH3:5])=[O:2])[C:19]([O:21][C:22]([CH3:25])([CH3:24])[CH3:23])=[O:20])[CH:37]=[CH2:36]. (5) Given the reactants [CH3:1][CH:2]([NH2:5])[CH2:3][OH:4].[OH:6][CH2:7][C:8](=O)[CH3:9], predict the reaction product. The product is: [NH:5]([CH:8]([CH3:9])[CH2:7][OH:6])[CH:2]([CH3:1])[CH2:3][OH:4]. (6) Given the reactants [ClH:1].Cl.[CH:3]1([NH:6][C:7]([C:9]2[C:17]3[CH:16]=[C:15]([C:18]4[C:23](F)=[CH:22][N:21]=[C:20]([NH:25][CH2:26][CH2:27][CH2:28][CH:29]5[CH2:34][CH2:33][N:32]([CH3:35])[CH2:31][CH2:30]5)[N:19]=4)[S:14][C:13]=3[CH:12]=[CH:11][CH:10]=2)=[O:8])CC1.[CH3:36]NC(C1C2C=C(C3C(C)=CN=C(NCCCC4CCNCC4)N=3)SC=2C=CC=1)=O, predict the reaction product. The product is: [ClH:1].[ClH:1].[CH3:3][NH:6][C:7]([C:9]1[C:17]2[CH:16]=[C:15]([C:18]3[C:23]([CH3:36])=[CH:22][N:21]=[C:20]([NH:25][CH2:26][CH2:27][CH2:28][CH:29]4[CH2:34][CH2:33][N:32]([CH3:35])[CH2:31][CH2:30]4)[N:19]=3)[S:14][C:13]=2[CH:12]=[CH:11][CH:10]=1)=[O:8]. (7) Given the reactants [F:1][C:2]1[C:3]([CH:14]=[CH2:15])=[C:4]([CH:12]=[O:13])[CH:5]=[C:6]2[C:10]=1[N:9]([CH3:11])[CH:8]=[CH:7]2.[CH2:16]([Mg]Br)[CH2:17][CH:18]=[CH2:19], predict the reaction product. The product is: [F:1][C:2]1[C:3]([CH:14]=[CH2:15])=[C:4]([CH:12]([OH:13])[CH2:19][CH2:18][CH:17]=[CH2:16])[CH:5]=[C:6]2[C:10]=1[N:9]([CH3:11])[CH:8]=[CH:7]2.